From a dataset of Merck oncology drug combination screen with 23,052 pairs across 39 cell lines. Regression. Given two drug SMILES strings and cell line genomic features, predict the synergy score measuring deviation from expected non-interaction effect. (1) Drug 1: N#Cc1ccc(Cn2cncc2CN2CCN(c3cccc(Cl)c3)C(=O)C2)cc1. Drug 2: Cn1cc(-c2cnn3c(N)c(Br)c(C4CCCNC4)nc23)cn1. Cell line: SW620. Synergy scores: synergy=4.91. (2) Drug 1: CC(=O)OC1C(=O)C2(C)C(O)CC3OCC3(OC(C)=O)C2C(OC(=O)c2ccccc2)C2(O)CC(OC(=O)C(O)C(NC(=O)c3ccccc3)c3ccccc3)C(C)=C1C2(C)C. Drug 2: O=C(O)C1(Cc2cccc(Nc3nccs3)n2)CCC(Oc2cccc(Cl)c2F)CC1. Cell line: VCAP. Synergy scores: synergy=13.6. (3) Drug 1: Cc1nc(Nc2ncc(C(=O)Nc3c(C)cccc3Cl)s2)cc(N2CCN(CCO)CC2)n1. Drug 2: CCc1c2c(nc3ccc(O)cc13)-c1cc3c(c(=O)n1C2)COC(=O)C3(O)CC. Cell line: MDAMB436. Synergy scores: synergy=28.8. (4) Drug 1: COc1cc(C2c3cc4c(cc3C(OC3OC5COC(C)OC5C(O)C3O)C3COC(=O)C23)OCO4)cc(OC)c1O. Drug 2: Cn1nnc2c(C(N)=O)ncn2c1=O. Cell line: OV90. Synergy scores: synergy=13.8. (5) Drug 1: N.N.O=C(O)C1(C(=O)O)CCC1.[Pt]. Drug 2: Cn1nnc2c(C(N)=O)ncn2c1=O. Cell line: RKO. Synergy scores: synergy=-1.23. (6) Drug 1: CN(C)C(=N)N=C(N)N. Drug 2: CCN(CC)CCNC(=O)c1c(C)[nH]c(C=C2C(=O)Nc3ccc(F)cc32)c1C. Cell line: A2780. Synergy scores: synergy=8.88. (7) Drug 1: C=CCn1c(=O)c2cnc(Nc3ccc(N4CCN(C)CC4)cc3)nc2n1-c1cccc(C(C)(C)O)n1. Drug 2: Cn1c(=O)n(-c2ccc(C(C)(C)C#N)cc2)c2c3cc(-c4cnc5ccccc5c4)ccc3ncc21. Cell line: PA1. Synergy scores: synergy=32.3. (8) Cell line: DLD1. Synergy scores: synergy=-4.42. Drug 2: Cn1nnc2c(C(N)=O)ncn2c1=O. Drug 1: CN(C)C(=N)N=C(N)N. (9) Drug 1: CC1CC2C3CCC4=CC(=O)C=CC4(C)C3(F)C(O)CC2(C)C1(O)C(=O)CO. Drug 2: C#Cc1cccc(Nc2ncnc3cc(OCCOC)c(OCCOC)cc23)c1. Cell line: UWB1289. Synergy scores: synergy=17.1.